Dataset: Full USPTO retrosynthesis dataset with 1.9M reactions from patents (1976-2016). Task: Predict the reactants needed to synthesize the given product. (1) The reactants are: [CH2:1]=[CH:2]C=C.C([CH:9]=[CH:10][C:11]1[CH:16]=[CH:15][CH:14]=[CH:13][CH:12]=1)(C)(C)C. Given the product [CH:1]([C:16]1[CH:15]=[CH:14][CH:13]=[CH:12][C:11]=1[CH:10]=[CH2:9])=[CH2:2], predict the reactants needed to synthesize it. (2) The reactants are: Br[C:2]1[S:11][C:5]2=[N:6][C:7]([Cl:10])=[CH:8][CH:9]=[C:4]2[CH:3]=1.C([Li])CCC.CN(C)[CH:19]=[O:20]. Given the product [Cl:10][C:7]1[N:6]=[C:5]2[S:11][C:2]([CH:19]=[O:20])=[CH:3][C:4]2=[CH:9][CH:8]=1, predict the reactants needed to synthesize it. (3) Given the product [Cl:21][CH2:22][C:23]([NH:12][C:9]([CH3:11])([C:5]1[CH:6]=[CH:7][CH:8]=[C:3]([C:2]([F:13])([F:14])[F:1])[CH:4]=1)[CH3:10])=[O:24], predict the reactants needed to synthesize it. The reactants are: [F:1][C:2]([F:14])([F:13])[C:3]1[CH:4]=[C:5]([C:9]([NH2:12])([CH3:11])[CH3:10])[CH:6]=[CH:7][CH:8]=1.C(=O)([O-])[O-].[K+].[K+].[Cl:21][CH2:22][C:23](Cl)=[O:24].Cl. (4) Given the product [Cl:16][C:17]1[CH:18]=[CH:19][CH:20]=[C:21]2[C:30]=1[C:24]1([CH2:25][CH2:26][N:27]([C:11](=[O:13])[CH2:10][CH2:9][C:4]3[CH:5]=[CH:6][CH:7]=[CH:8][C:3]=3[C:2]([F:1])([F:15])[F:14])[CH2:28][CH2:29]1)[CH2:23][CH:22]2[CH2:31][C:32]([OH:34])=[O:33], predict the reactants needed to synthesize it. The reactants are: [F:1][C:2]([F:15])([F:14])[C:3]1[CH:8]=[CH:7][CH:6]=[CH:5][C:4]=1[CH2:9][CH2:10][C:11]([OH:13])=O.[Cl:16][C:17]1[CH:18]=[CH:19][CH:20]=[C:21]2[C:30]=1[C:24]1([CH2:29][CH2:28][NH:27][CH2:26][CH2:25]1)[CH2:23][CH:22]2[CH2:31][C:32]([O:34]CC)=[O:33]. (5) Given the product [NH2:9][C:8]1[C:5]([C:6]#[N:7])=[C:4]([C:3]2[CH:10]=[CH:11][C:12]([Cl:14])=[CH:13][C:2]=2[Cl:1])[C:17]2[C:18](=[O:25])[N:19]([CH3:24])[C:20](=[O:23])[N:21]([CH3:22])[C:16]=2[N:15]=1, predict the reactants needed to synthesize it. The reactants are: [Cl:1][C:2]1[CH:13]=[C:12]([Cl:14])[CH:11]=[CH:10][C:3]=1[CH:4]=[C:5]([C:8]#[N:9])[C:6]#[N:7].[NH2:15][C:16]1[N:21]([CH3:22])[C:20](=[O:23])[N:19]([CH3:24])[C:18](=[O:25])[CH:17]=1. (6) Given the product [F:23][C:16]1[CH:17]=[C:18]([S:21][CH3:22])[CH:19]=[CH:20][C:15]=1[NH:14][C:13]1[N:8]2[CH:9]=[N:10][CH:11]=[CH:12][C:7]2=[CH:6][C:5]=1[C:3]([OH:4])=[O:2], predict the reactants needed to synthesize it. The reactants are: C[O:2][C:3]([C:5]1[CH:6]=[C:7]2[CH:12]=[CH:11][N:10]=[CH:9][N:8]2[C:13]=1[NH:14][C:15]1[CH:20]=[CH:19][C:18]([S:21][CH3:22])=[CH:17][C:16]=1[F:23])=[O:4].O.[OH-].[Li+].Cl.